From a dataset of Forward reaction prediction with 1.9M reactions from USPTO patents (1976-2016). Predict the product of the given reaction. (1) Given the reactants Br[C:2]1[CH:7]=[CH:6][C:5]([C:8]2[CH:13]=[CH:12][N:11]=[C:10]([NH:14][CH:15]3[CH2:20][C:19]([CH3:22])([CH3:21])[NH:18][C:17]([CH3:24])([CH3:23])[CH2:16]3)[N:9]=2)=[CH:4][CH:3]=1.C([Sn](CCCC)(CCCC)[C:30]1[CH:35]=[CH:34][CH:33]=[CH:32][N:31]=1)CCC, predict the reaction product. The product is: [N:31]1[CH:32]=[CH:33][CH:34]=[CH:35][C:30]=1[C:2]1[CH:7]=[CH:6][C:5]([C:8]2[CH:13]=[CH:12][N:11]=[C:10]([NH:14][CH:15]3[CH2:16][C:17]([CH3:24])([CH3:23])[NH:18][C:19]([CH3:22])([CH3:21])[CH2:20]3)[N:9]=2)=[CH:4][CH:3]=1. (2) Given the reactants C([O:8][C:9]1[C:10]([C:24]2[CH:29]=[C:28]([O:30][CH3:31])[CH:27]=[CH:26][C:25]=2[F:32])=[N:11][CH:12]=[C:13]([CH2:15][O:16][Si:17]([C:20]([CH3:23])([CH3:22])[CH3:21])([CH3:19])[CH3:18])[CH:14]=1)C1C=CC=CC=1, predict the reaction product. The product is: [Si:17]([O:16][CH2:15][C:13]1[CH:14]=[C:9]([OH:8])[C:10]([C:24]2[CH:29]=[C:28]([O:30][CH3:31])[CH:27]=[CH:26][C:25]=2[F:32])=[N:11][CH:12]=1)([C:20]([CH3:23])([CH3:22])[CH3:21])([CH3:19])[CH3:18]. (3) Given the reactants [C:1]([C:3]1[CH:8]=[CH:7][C:6]([N:9]2[CH2:14][CH2:13][CH:12]([C:15]([OH:17])=O)[CH2:11][CH2:10]2)=[CH:5][CH:4]=1)#[N:2].[CH3:18][C@H:19]1[CH2:24][NH:23][C@H:22]([CH3:25])[CH2:21][NH:20]1, predict the reaction product. The product is: [C:1]([C:3]1[CH:4]=[CH:5][C:6]([N:9]2[CH2:10][CH2:11][CH:12]([C:15]([N:20]3[CH2:21][C@@H:22]([CH3:25])[NH:23][CH2:24][C@@H:19]3[CH3:18])=[O:17])[CH2:13][CH2:14]2)=[CH:7][CH:8]=1)#[N:2]. (4) The product is: [CH3:16][C:15]1[N:14]([C:17]2[CH:22]=[CH:21][C:20]([C:23]([F:26])([F:25])[F:24])=[CH:19][N:18]=2)[N:13]=[CH:12][C:11]=1[C:9]([NH:8][C:5]1[CH:4]=[N:3][C:2]([C:35]2[CH2:40][CH2:39][CH:38]([N:41]3[CH2:42][CH2:43][O:44][CH2:45][CH2:46]3)[CH2:37][CH:36]=2)=[CH:7][N:6]=1)=[O:10]. Given the reactants Br[C:2]1[N:3]=[CH:4][C:5]([NH:8][C:9]([C:11]2[CH:12]=[N:13][N:14]([C:17]3[CH:22]=[CH:21][C:20]([C:23]([F:26])([F:25])[F:24])=[CH:19][N:18]=3)[C:15]=2[CH3:16])=[O:10])=[N:6][CH:7]=1.CC1(C)C(C)(C)OB([C:35]2[CH2:40][CH2:39][CH:38]([N:41]3[CH2:46][CH2:45][O:44][CH2:43][CH2:42]3)[CH2:37][CH:36]=2)O1.C(=O)([O-])[O-].[Na+].[Na+].CN(C)C=O, predict the reaction product. (5) Given the reactants [Br:1][C:2]1[CH:3]=[C:4]([CH3:10])[C:5]([CH3:9])=[C:6]([OH:8])[CH:7]=1.CI.[C:13](=O)([O-])[O-].[K+].[K+].O, predict the reaction product. The product is: [Br:1][C:2]1[CH:3]=[C:4]([CH3:10])[C:5]([CH3:9])=[C:6]([O:8][CH3:13])[CH:7]=1. (6) Given the reactants [CH2:1]([N:8]1[C:16]2[C:11](=[CH:12][CH:13]=[CH:14][CH:15]=2)[C:10]([C:17](=[O:19])[CH3:18])=[C:9]1[CH:20]([CH3:22])[CH3:21])[C:2]1[CH:7]=[CH:6][CH:5]=[CH:4][CH:3]=1.[CH:23](=O)[C:24]1[CH:29]=[CH:28][CH:27]=[CH:26][CH:25]=1, predict the reaction product. The product is: [CH2:1]([N:8]1[C:16]2[C:11](=[CH:12][CH:13]=[CH:14][CH:15]=2)[C:10]([C:17](=[O:19])/[CH:18]=[CH:23]/[C:24]2[CH:29]=[CH:28][CH:27]=[CH:26][CH:25]=2)=[C:9]1[CH:20]([CH3:22])[CH3:21])[C:2]1[CH:3]=[CH:4][CH:5]=[CH:6][CH:7]=1. (7) Given the reactants [N+:1]([C:4]1[CH:15]=[CH:14][C:7]2[CH:8]=[C:9]([C:11]([OH:13])=O)[O:10][C:6]=2[CH:5]=1)([O-:3])=[O:2].Cl.Cl.[NH2:18][C@@H:19]1[CH:24]2[CH2:25][CH2:26][N:21]([CH2:22][CH2:23]2)[CH2:20]1.CN(C(ON1N=NC2C=CC=NC1=2)=[N+](C)C)C.F[P-](F)(F)(F)(F)F.C(N(CC)C(C)C)(C)C, predict the reaction product. The product is: [N:21]12[CH2:26][CH2:25][CH:24]([CH2:23][CH2:22]1)[C@@H:19]([NH:18][C:11]([C:9]1[O:10][C:6]3[CH:5]=[C:4]([N+:1]([O-:3])=[O:2])[CH:15]=[CH:14][C:7]=3[CH:8]=1)=[O:13])[CH2:20]2. (8) Given the reactants [CH2:1]([N:3]1[C:7]([O:8][C:9]2[CH:14]=[CH:13][C:12]([O:15][CH3:16])=[CH:11][CH:10]=2)=[C:6]([C:17]([C:19]2[CH:24]=[CH:23][CH:22]=[CH:21][CH:20]=2)=[O:18])[C:5]([CH3:25])=[N:4]1)[CH3:2].[BH4-].[Na+].O, predict the reaction product. The product is: [CH2:1]([N:3]1[C:7]([O:8][C:9]2[CH:10]=[CH:11][C:12]([O:15][CH3:16])=[CH:13][CH:14]=2)=[C:6]([CH:17]([C:19]2[CH:24]=[CH:23][CH:22]=[CH:21][CH:20]=2)[OH:18])[C:5]([CH3:25])=[N:4]1)[CH3:2]. (9) Given the reactants [NH2:1][CH2:2][CH2:3][CH:4]([OH:8])[C:5]([OH:7])=[O:6].C(=O)([O-])[O-].[K+].[K+].[CH3:15][C:16]([O:19][C:20](O[C:20]([O:19][C:16]([CH3:18])([CH3:17])[CH3:15])=[O:21])=[O:21])([CH3:18])[CH3:17], predict the reaction product. The product is: [C:16]([O:19][C:20]([NH:1][CH2:2][CH2:3][CH:4]([OH:8])[C:5]([OH:7])=[O:6])=[O:21])([CH3:18])([CH3:17])[CH3:15]. (10) Given the reactants Br[C:2]1[CH:10]=[CH:9][C:8]([O:11][CH3:12])=[CH:7][C:3]=1[C:4]([OH:6])=[O:5].C([Li])CCC.[CH3:18][C:19]1[CH:20]=[C:21]([CH:28]=[CH:29][C:30]=1[CH3:31])[C:22](N(OC)C)=[O:23], predict the reaction product. The product is: [CH3:18][C:19]1[CH:20]=[C:21]([CH:28]=[CH:29][C:30]=1[CH3:31])[C:22]([C:2]1[CH:10]=[CH:9][C:8]([O:11][CH3:12])=[CH:7][C:3]=1[C:4]([OH:6])=[O:5])=[O:23].